Dataset: Forward reaction prediction with 1.9M reactions from USPTO patents (1976-2016). Task: Predict the product of the given reaction. (1) The product is: [NH2:1][C@H:2]1[CH2:7][CH2:6][CH2:5][CH2:4][C@H:3]1[NH:8][C:13](=[O:14])[C:12]1[C:11]([C:10]([F:26])([F:27])[F:9])=[CH:19][C:18]([C:20]([F:21])([F:22])[F:23])=[CH:17][C:16]=1[O:24][CH3:25]. Given the reactants [NH2:1][C@@H:2]1[CH2:7][CH2:6][CH2:5][CH2:4][C@@H:3]1[NH2:8].[F:9][C:10]([F:27])([F:26])[C:11]1[CH:19]=[C:18]([C:20]([F:23])([F:22])[F:21])[CH:17]=[C:16]([O:24][CH3:25])[C:12]=1[C:13](O)=[O:14], predict the reaction product. (2) Given the reactants [CH2:1]([O:3][C:4]([CH2:6][CH2:7][N:8]1[CH2:13][CH2:12][N:11]2[N:14]=[C:15]([C:17]([O:19]CC3C=CC=CC=3)=[O:18])[CH:16]=[C:10]2[C:9]1=[O:27])=[O:5])[CH3:2].CO.C(Cl)Cl, predict the reaction product. The product is: [CH2:1]([O:3][C:4]([CH2:6][CH2:7][N:8]1[CH2:13][CH2:12][N:11]2[N:14]=[C:15]([C:17]([OH:19])=[O:18])[CH:16]=[C:10]2[C:9]1=[O:27])=[O:5])[CH3:2]. (3) Given the reactants [Cl:1][C:2]1[N:3]=[C:4](I)[C:5](=[O:20])[N:6]([CH2:16][CH:17]([CH3:19])[CH3:18])[C:7]=1[C:8]1[C:13]([F:14])=[CH:12][CH:11]=[CH:10][C:9]=1[F:15].[Br-].C[C:24]1[CH:29]=[CH:28][N:27]=[C:26]([Zn+])[CH:25]=1.O1CCC[CH2:32]1, predict the reaction product. The product is: [Cl:1][C:2]1[N:3]=[C:4]([C:26]2[CH:25]=[CH:24][C:29]([CH3:32])=[CH:28][N:27]=2)[C:5](=[O:20])[N:6]([CH2:16][CH:17]([CH3:19])[CH3:18])[C:7]=1[C:8]1[C:13]([F:14])=[CH:12][CH:11]=[CH:10][C:9]=1[F:15].